Dataset: NCI-60 drug combinations with 297,098 pairs across 59 cell lines. Task: Regression. Given two drug SMILES strings and cell line genomic features, predict the synergy score measuring deviation from expected non-interaction effect. (1) Drug 1: C1CCN(CC1)CCOC2=CC=C(C=C2)C(=O)C3=C(SC4=C3C=CC(=C4)O)C5=CC=C(C=C5)O. Drug 2: CCCCCOC(=O)NC1=NC(=O)N(C=C1F)C2C(C(C(O2)C)O)O. Cell line: HL-60(TB). Synergy scores: CSS=-9.07, Synergy_ZIP=7.49, Synergy_Bliss=5.10, Synergy_Loewe=-1.02, Synergy_HSA=-2.78. (2) Drug 1: C1C(C(OC1N2C=C(C(=O)NC2=O)F)CO)O. Drug 2: CCC1(CC2CC(C3=C(CCN(C2)C1)C4=CC=CC=C4N3)(C5=C(C=C6C(=C5)C78CCN9C7C(C=CC9)(C(C(C8N6C)(C(=O)OC)O)OC(=O)C)CC)OC)C(=O)OC)O.OS(=O)(=O)O. Cell line: SR. Synergy scores: CSS=75.8, Synergy_ZIP=-1.98, Synergy_Bliss=-3.74, Synergy_Loewe=-4.38, Synergy_HSA=-2.81. (3) Drug 1: CN(C)N=NC1=C(NC=N1)C(=O)N. Drug 2: CC1=C(C(=CC=C1)Cl)NC(=O)C2=CN=C(S2)NC3=CC(=NC(=N3)C)N4CCN(CC4)CCO. Cell line: NCI-H460. Synergy scores: CSS=28.7, Synergy_ZIP=-8.30, Synergy_Bliss=-2.18, Synergy_Loewe=-6.09, Synergy_HSA=0.651. (4) Drug 1: CC1=C(C(=O)C2=C(C1=O)N3CC4C(C3(C2COC(=O)N)OC)N4)N. Drug 2: C1C(C(OC1N2C=NC3=C2NC=NCC3O)CO)O. Cell line: NCI-H460. Synergy scores: CSS=2.07, Synergy_ZIP=-0.357, Synergy_Bliss=-0.940, Synergy_Loewe=0.184, Synergy_HSA=-0.666. (5) Drug 1: CCC1(CC2CC(C3=C(CCN(C2)C1)C4=CC=CC=C4N3)(C5=C(C=C6C(=C5)C78CCN9C7C(C=CC9)(C(C(C8N6C)(C(=O)OC)O)OC(=O)C)CC)OC)C(=O)OC)O.OS(=O)(=O)O. Drug 2: CC(C)CN1C=NC2=C1C3=CC=CC=C3N=C2N. Cell line: UO-31. Synergy scores: CSS=-3.69, Synergy_ZIP=-0.945, Synergy_Bliss=-3.38, Synergy_Loewe=-6.30, Synergy_HSA=-5.58. (6) Drug 1: CC1=C2C(C(=O)C3(C(CC4C(C3C(C(C2(C)C)(CC1OC(=O)C(C(C5=CC=CC=C5)NC(=O)OC(C)(C)C)O)O)OC(=O)C6=CC=CC=C6)(CO4)OC(=O)C)O)C)O. Drug 2: C1=NC2=C(N1)C(=S)N=CN2. Cell line: K-562. Synergy scores: CSS=58.7, Synergy_ZIP=-1.76, Synergy_Bliss=-5.07, Synergy_Loewe=-23.0, Synergy_HSA=-9.02.